The task is: Binary Classification. Given a drug SMILES string, predict its activity (active/inactive) in a high-throughput screening assay against a specified biological target.. This data is from HIV replication inhibition screening data with 41,000+ compounds from the AIDS Antiviral Screen. (1) The compound is O=S(=O)(O)SCC1=NCCN1. The result is 0 (inactive). (2) The result is 0 (inactive). The drug is CC1=C(C(=O)Nc2ccc(Cl)c(Cl)c2)C(c2ccc([N+](=O)[O-])cc2)C(C(=O)Nc2ccc(Cl)c(Cl)c2)=C(C)N1. (3) The compound is CCS(=O)(=O)c1cc(O)nc(O)n1. The result is 0 (inactive). (4) The drug is O=C1C2CN3CN(c4ccccc4)N=C(c4ccccc4)C3(c3ccccc3)C2C(=O)N1c1ccccc1. The result is 0 (inactive). (5) The drug is c1ccc2[nH]c(-c3nc4ccccc4o3)nc2c1. The result is 0 (inactive). (6) The drug is CC(C)=CCOc1cc(O)c2c(c1)C(=O)c1cc(C)cc(O)c1C2=O. The result is 0 (inactive).